Dataset: Forward reaction prediction with 1.9M reactions from USPTO patents (1976-2016). Task: Predict the product of the given reaction. (1) Given the reactants [F:1][C:2]1[CH:7]=[C:6]([CH:8]([CH3:12])[C:9]([OH:11])=[O:10])[CH:5]=[CH:4][C:3]=1[C:13]1[CH:18]=[CH:17][CH:16]=[CH:15][CH:14]=1.[CH3:19][N:20]([CH3:34])[CH2:21][C@H:22]([CH3:33])[C@H:23]([C:26]1[CH:27]=[C:28](O)[CH:29]=[CH:30][CH:31]=1)[CH2:24][CH3:25].C1(N=C=NC2CCCCC2)CCCCC1, predict the reaction product. The product is: [F:1][C:2]1[CH:7]=[C:6]([CH:8]([CH3:12])[C:9]([O:11][C:30]2[CH:29]=[CH:28][CH:27]=[C:26]([C@H:23]([CH2:24][CH3:25])[C@@H:22]([CH3:33])[CH2:21][N:20]([CH3:34])[CH3:19])[CH:31]=2)=[O:10])[CH:5]=[CH:4][C:3]=1[C:13]1[CH:14]=[CH:15][CH:16]=[CH:17][CH:18]=1. (2) Given the reactants [C:1]([O:5][C:6]([N:8]1[CH2:13][C:12](=[O:14])[CH2:11][CH2:10][CH:9]1[C:15]([OH:17])=[O:16])=[O:7])([CH3:4])([CH3:3])[CH3:2].[C:18](=O)([O-])[O-].[K+].[K+].IC, predict the reaction product. The product is: [O:14]=[C:12]1[CH2:13][N:8]([C:6]([O:5][C:1]([CH3:4])([CH3:2])[CH3:3])=[O:7])[CH:9]([C:15]([O:17][CH3:18])=[O:16])[CH2:10][CH2:11]1. (3) Given the reactants Br[C:2]1[CH:3]=[C:4]([N:8]2[CH2:16][CH:15]3[CH2:17][N:11]4[CH2:12][CH:13]([CH2:18][CH:9]2[CH2:10]4)[CH2:14]3)[CH:5]=[N:6][CH:7]=1.[N:19]1[CH:24]=[CH:23][CH:22]=[C:21](B(O)O)[CH:20]=1, predict the reaction product. The product is: [N:6]1[CH:5]=[C:4]([N:8]2[CH2:16][CH:15]3[CH2:17][N:11]4[CH2:12][CH:13]([CH2:18][CH:9]2[CH2:10]4)[CH2:14]3)[CH:3]=[C:2]([C:21]2[CH:20]=[N:19][CH:24]=[CH:23][CH:22]=2)[CH:7]=1.